This data is from Forward reaction prediction with 1.9M reactions from USPTO patents (1976-2016). The task is: Predict the product of the given reaction. (1) Given the reactants [CH:1]1([CH2:7][CH2:8][CH2:9][O:10][C:11]2[CH:16]=[CH:15][N:14]([CH2:17][CH2:18][C:19]([CH3:34])([S:30]([CH3:33])(=[O:32])=[O:31])[C:20]([NH:22][O:23]C3CCCCO3)=[O:21])[C:13](=[O:35])[CH:12]=2)[CH2:6][CH2:5][CH2:4][CH2:3][CH2:2]1.C(Cl)Cl.O.Cl, predict the reaction product. The product is: [CH:1]1([CH2:7][CH2:8][CH2:9][O:10][C:11]2[CH:16]=[CH:15][N:14]([CH2:17][CH2:18][C:19]([CH3:34])([S:30]([CH3:33])(=[O:32])=[O:31])[C:20]([NH:22][OH:23])=[O:21])[C:13](=[O:35])[CH:12]=2)[CH2:2][CH2:3][CH2:4][CH2:5][CH2:6]1. (2) The product is: [Cl:28][C:16]1[C:17]2[C:12](=[CH:11][C:10]([C:3]3[C:2]([F:1])=[CH:7][C:6]([OH:8])=[CH:5][C:4]=3[F:9])=[CH:19][CH:18]=2)[CH:13]=[CH:14][C:15]=1[OH:20]. Given the reactants [F:1][C:2]1[CH:7]=[C:6]([OH:8])[CH:5]=[C:4]([F:9])[C:3]=1[C:10]1[CH:11]=[C:12]2[C:17](=[CH:18][CH:19]=1)[CH:16]=[C:15]([OH:20])[CH:14]=[CH:13]2.C1C(=O)N([Cl:28])C(=O)C1, predict the reaction product. (3) The product is: [CH3:1][O:2][C:3]1[CH:4]=[CH:5][C:6]2[N:11]=[CH:10][C:9](=[O:12])[N:8]([CH2:13][CH2:14][N:17]3[CH2:18][CH2:19][CH:20]([NH:23][C:24](=[O:30])[O:25][C:26]([CH3:28])([CH3:27])[CH3:29])[CH2:21][CH2:22]3)[C:7]=2[N:16]=1. Given the reactants [CH3:1][O:2][C:3]1[CH:4]=[CH:5][C:6]2[N:11]=[CH:10][C:9](=[O:12])[N:8]([CH2:13][CH:14]=O)[C:7]=2[N:16]=1.[NH:17]1[CH2:22][CH2:21][CH:20]([NH:23][C:24](=[O:30])[O:25][C:26]([CH3:29])([CH3:28])[CH3:27])[CH2:19][CH2:18]1.[O-]S([O-])(=O)=O.[Na+].[Na+].[BH-](OC(C)=O)(OC(C)=O)OC(C)=O.[Na+], predict the reaction product. (4) Given the reactants [F:1][C:2]([F:18])([F:17])[C:3]([NH:7][CH2:8][C:9]1[CH:14]=[CH:13][C:12]([O:15][CH3:16])=[CH:11][CH:10]=1)([CH3:6])[C:4]#[N:5].[H-].[H-].[H-].[H-].[Li+].[Al+3].O, predict the reaction product. The product is: [F:1][C:2]([F:17])([F:18])[C:3]([CH3:6])([NH:7][CH2:8][C:9]1[CH:14]=[CH:13][C:12]([O:15][CH3:16])=[CH:11][CH:10]=1)[CH2:4][NH2:5]. (5) Given the reactants [CH3:1][C:2]([CH3:11])([CH2:6][O:7][C:8](=[O:10])[CH3:9])[C:3](O)=[O:4].C(Cl)(=O)C([Cl:15])=O, predict the reaction product. The product is: [CH3:1][C:2]([CH3:11])([CH2:6][O:7][C:8](=[O:10])[CH3:9])[C:3]([Cl:15])=[O:4].